Task: Binary Classification. Given a T-cell receptor sequence (or CDR3 region) and an epitope sequence, predict whether binding occurs between them.. Dataset: TCR-epitope binding with 47,182 pairs between 192 epitopes and 23,139 TCRs (1) The epitope is TPQDLNTML. The TCR CDR3 sequence is CASSPTGPSTDTQYF. Result: 0 (the TCR does not bind to the epitope). (2) The epitope is TLIGDCATV. The TCR CDR3 sequence is CASSPVGGETQYF. Result: 1 (the TCR binds to the epitope). (3) The epitope is RQLLFVVEV. The TCR CDR3 sequence is CASKRTEPVDGYTF. Result: 1 (the TCR binds to the epitope). (4) The epitope is MPASWVMRI. The TCR CDR3 sequence is CASSLGLAGSDEQFF. Result: 1 (the TCR binds to the epitope). (5) The epitope is FPPTSFGPL. The TCR CDR3 sequence is CASSLSSSYEQYF. Result: 1 (the TCR binds to the epitope). (6) The epitope is IVTDFSVIK. The TCR CDR3 sequence is CASSSDNTGPRGAFF. Result: 0 (the TCR does not bind to the epitope). (7) The epitope is ALSKGVHFV. The TCR CDR3 sequence is CASSFVLASRGEQFF. Result: 1 (the TCR binds to the epitope). (8) The epitope is ISPRTLNAW. The TCR CDR3 sequence is CASSLVGGQETQYF. Result: 0 (the TCR does not bind to the epitope). (9) The epitope is DPFRLLQNSQVFS. The TCR CDR3 sequence is CASSATSGGADTQYF. Result: 0 (the TCR does not bind to the epitope).